From a dataset of Reaction yield outcomes from USPTO patents with 853,638 reactions. Predict the reaction yield, written as a fraction of the theoretical maximum amount of product (1.0 means a 100% yield; for example, 0.34 means a 34% yield). (1) The yield is 0.180. The product is [ClH:15].[F:1][C:2]1[C:3]([I:11])=[C:4]([CH:5]=[CH:6][CH:7]=1)[NH2:8]. The catalyst is [Fe].C(OCC)(=O)C. The reactants are [F:1][C:2]1[C:3]([I:11])=[C:4]([N+:8]([O-])=O)[CH:5]=[CH:6][CH:7]=1.C(O)C.[ClH:15].C(=O)([O-])[O-].[Na+].[Na+]. (2) The reactants are [CH:1]1([NH2:7])[CH2:6][CH2:5][CH2:4][CH2:3][CH2:2]1.C(N(CC)CC)C.[N:15]1[O:16][N:17]=[C:18]2[CH:23]=[C:22]([C:24](Cl)=[O:25])[CH:21]=[CH:20][C:19]=12. The catalyst is ClCCl. The product is [CH:1]1([NH:7][C:24]([C:22]2[CH:21]=[CH:20][C:19]3=[N:15][O:16][N:17]=[C:18]3[CH:23]=2)=[O:25])[CH2:6][CH2:5][CH2:4][CH2:3][CH2:2]1. The yield is 0.270. (3) The catalyst is ClCCl.CN(C)C=O. The reactants are [C:1]1(C([O-])=O)[CH:6]=[C:5]([CH3:7])[CH:4]=[C:3]([CH3:8])[CH:2]=1.[NH2:12][N+:13]1[CH:18]=[CH:17][N:16]=[C:15]([Cl:19])[C:14]=1[NH2:20].[CH:21]([N:24](C(C)C)CC)(C)C.CCN=C=NCCCN(C)C. The product is [Cl:19][C:15]1[C:14]2[N:13]([N:12]=[C:21]([NH:24][C:1]3[CH:2]=[C:3]([CH3:8])[CH:4]=[C:5]([CH3:7])[CH:6]=3)[N:20]=2)[CH:18]=[CH:17][N:16]=1. The yield is 0.750.